From a dataset of NCI-60 drug combinations with 297,098 pairs across 59 cell lines. Regression. Given two drug SMILES strings and cell line genomic features, predict the synergy score measuring deviation from expected non-interaction effect. (1) Drug 2: CNC(=O)C1=NC=CC(=C1)OC2=CC=C(C=C2)NC(=O)NC3=CC(=C(C=C3)Cl)C(F)(F)F. Drug 1: C1=CC=C(C=C1)NC(=O)CCCCCCC(=O)NO. Cell line: MOLT-4. Synergy scores: CSS=32.9, Synergy_ZIP=-13.3, Synergy_Bliss=-14.5, Synergy_Loewe=-64.5, Synergy_HSA=-18.9. (2) Drug 1: CC1=C(C=C(C=C1)C(=O)NC2=CC(=CC(=C2)C(F)(F)F)N3C=C(N=C3)C)NC4=NC=CC(=N4)C5=CN=CC=C5. Drug 2: CCCCCOC(=O)NC1=NC(=O)N(C=C1F)C2C(C(C(O2)C)O)O. Cell line: DU-145. Synergy scores: CSS=-0.0175, Synergy_ZIP=-1.93, Synergy_Bliss=-7.01, Synergy_Loewe=-16.5, Synergy_HSA=-9.30.